Dataset: Reaction yield outcomes from USPTO patents with 853,638 reactions. Task: Predict the reaction yield, written as a fraction of the theoretical maximum amount of product (1.0 means a 100% yield; for example, 0.34 means a 34% yield). (1) The reactants are [O:1]1[C:11](=[O:12])[CH2:10][CH2:9][CH2:8][CH2:7][CH2:6][CH2:5][CH2:4][CH2:3][C:2]1=[O:13].C([O:17][C:18]1[CH:23]=[CH:22][C:21]([O:24]C(=O)C)=[CH:20][CH:19]=1)(=O)C.[Cl-].[Cl-].[Cl-].[Al+3]. The catalyst is C(=S)=S. The product is [OH:17][C:18]1[CH:23]=[CH:22][C:21]([OH:24])=[CH:20][C:19]=1[C:2](=[O:13])[CH2:3][CH2:4][CH2:5][CH2:6][CH2:7][CH2:8][CH2:9][CH2:10][C:11]([OH:1])=[O:12]. The yield is 0.0300. (2) The reactants are Cl[CH2:2][C:3]([O:5][CH2:6][CH3:7])=O.[O-]CC.[Na+].[C:12](=[O:19])([O:16]CC)OCC.[S:20]1[CH:24]=[CH:23][C:22](C=O)=[CH:21]1. The catalyst is C(O)C.O.[OH-].[Na+]. The product is [CH2:6]([O:5]/[C:3](=[CH:2]\[C:22]1[CH:23]=[CH:24][S:20][CH:21]=1)/[C:12]([OH:16])=[O:19])[CH3:7]. The yield is 0.790.